This data is from Reaction yield outcomes from USPTO patents with 853,638 reactions. The task is: Predict the reaction yield, written as a fraction of the theoretical maximum amount of product (1.0 means a 100% yield; for example, 0.34 means a 34% yield). (1) The reactants are [Cl:1][C:2]1[CH:3]=[CH:4][C:5]([O:20][CH3:21])=[C:6]([C:8]([CH3:19])([CH3:18])[CH2:9][CH:10]([C:14]([F:17])([F:16])[F:15])[CH:11](O)[OH:12])[CH:7]=1.C(Cl)(=O)C(Cl)=[O:24].CS(C)=O. No catalyst specified. The product is [Cl:1][C:2]1[CH:3]=[CH:4][C:5]([O:20][CH3:21])=[C:6]([C:8]([CH3:19])([CH3:18])[CH2:9][C:10]([OH:24])([C:14]([F:17])([F:16])[F:15])[CH:11]=[O:12])[CH:7]=1. The yield is 0.984. (2) The reactants are [Cl:1][C:2]1[CH:7]=[CH:6][C:5]([NH:8][C:9]([CH3:16])([CH3:15])[C:10](OCC)=O)=[CH:4][CH:3]=1.[OH-:17].[Na+].C1[CH2:23][O:22]CC1. The catalyst is CO. The product is [Cl:1][C:2]1[CH:3]=[CH:4][C:5]([NH:8][C:9]([CH3:15])([CH3:16])[CH2:10][C:23]([OH:22])=[O:17])=[CH:6][CH:7]=1. The yield is 0.910.